From a dataset of Peptide-MHC class II binding affinity with 134,281 pairs from IEDB. Regression. Given a peptide amino acid sequence and an MHC pseudo amino acid sequence, predict their binding affinity value. This is MHC class II binding data. (1) The peptide sequence is VQNTVEDLKLNTLGR. The MHC is HLA-DPA10103-DPB10401 with pseudo-sequence HLA-DPA10103-DPB10401. The binding affinity (normalized) is 0.166. (2) The peptide sequence is EICPAVKRDVDLFLTGT. The MHC is HLA-DQA10301-DQB10302 with pseudo-sequence HLA-DQA10301-DQB10302. The binding affinity (normalized) is 0.404.